This data is from Forward reaction prediction with 1.9M reactions from USPTO patents (1976-2016). The task is: Predict the product of the given reaction. (1) Given the reactants [CH2:1]([C:5]1[N:6]=[C:7]([CH3:27])[NH:8][C:9](=[O:26])[C:10]=1[CH2:11][C:12]1[CH:17]=[CH:16][C:15]([C:18]2[C:19]([C:24]#[N:25])=[CH:20][CH:21]=[CH:22][CH:23]=2)=[CH:14][CH:13]=1)[CH2:2][CH2:3][CH3:4].[CH2:28]([O:30][C:31]1[CH:36]=[CH:35][C:34](B(O)O)=[CH:33][CH:32]=1)[CH3:29].C(N(CC)CC)C.N1C=CC=CC=1, predict the reaction product. The product is: [CH2:1]([C:5]1[N:6]=[C:7]([CH3:27])[N:8]([C:34]2[CH:35]=[CH:36][C:31]([O:30][CH2:28][CH3:29])=[CH:32][CH:33]=2)[C:9](=[O:26])[C:10]=1[CH2:11][C:12]1[CH:17]=[CH:16][C:15]([C:18]2[C:19]([C:24]#[N:25])=[CH:20][CH:21]=[CH:22][CH:23]=2)=[CH:14][CH:13]=1)[CH2:2][CH2:3][CH3:4]. (2) Given the reactants C([Li])CCC.C(NC(C)C)(C)C.[Br:13][C:14]1[CH:19]=[CH:18][CH:17]=[C:16]([F:20])[CH:15]=1.CN(C)[CH:23]=[O:24], predict the reaction product. The product is: [Br:13][C:14]1[CH:19]=[CH:18][CH:17]=[C:16]([F:20])[C:15]=1[CH:23]=[O:24].